Dataset: Catalyst prediction with 721,799 reactions and 888 catalyst types from USPTO. Task: Predict which catalyst facilitates the given reaction. Reactant: Cl[C:2]1[N:7]=[C:6]([NH:8][C:9]([C:11]2([C:14]3[CH:24]=[CH:23][C:17]4[O:18][C:19]([F:22])([F:21])[O:20][C:16]=4[CH:15]=3)[CH2:13][CH2:12]2)=[O:10])[CH:5]=[CH:4][C:3]=1[CH3:25].[Cl:26][C:27]1[CH:28]=[C:29](B2OC(C)(C)C(C)(C)O2)[C:30]([O:33][CH3:34])=[N:31][CH:32]=1.C(=O)([O-])[O-].[Na+].[Na+]. Product: [Cl:26][C:27]1[CH:28]=[C:29]([C:2]2[C:3]([CH3:25])=[CH:4][CH:5]=[C:6]([NH:8][C:9]([C:11]3([C:14]4[CH:24]=[CH:23][C:17]5[O:18][C:19]([F:21])([F:22])[O:20][C:16]=5[CH:15]=4)[CH2:13][CH2:12]3)=[O:10])[N:7]=2)[C:30]([O:33][CH3:34])=[N:31][CH:32]=1. The catalyst class is: 104.